From a dataset of Experimentally validated miRNA-target interactions with 360,000+ pairs, plus equal number of negative samples. Binary Classification. Given a miRNA mature sequence and a target amino acid sequence, predict their likelihood of interaction. The miRNA is hsa-miR-639 with sequence AUCGCUGCGGUUGCGAGCGCUGU. The protein sequence of the target gene is MLSRLGALLQEAVGAREPSIDLLQAFVEHWKGITHYYIESTDESTPAKKTDIPWRLKQMLDILVYEEQQQAAAGEAGPCLEYLLQHKILETLCTLGKAEYPPGMRQQVFQFFSKVLAQVQHPLLHYLSVHRPVQKLLRLGGTASGSVTEKEEVQFTTVLCSKIQQDPELLAYILEGKKIVGRKKACGEPTALPKDTTSHGDKDCSHDGAPARPQLDGESCGAQALNSHMPAETEELDGGTTESNLITSLLGLCQSKKSRVALKAQENLLLLVSMASPAAATYLVQSSACCPAIVRHLCQL.... Result: 0 (no interaction).